From a dataset of Full USPTO retrosynthesis dataset with 1.9M reactions from patents (1976-2016). Predict the reactants needed to synthesize the given product. (1) Given the product [CH3:1][O:2][C:3]1[CH:8]=[CH:7][CH:6]=[CH:5][C:4]=1[O:9][C:10](=[CH2:15])[C:11]([OH:13])=[O:12], predict the reactants needed to synthesize it. The reactants are: [CH3:1][O:2][C:3]1[CH:8]=[CH:7][CH:6]=[CH:5][C:4]=1[O:9][C:10](=[CH2:15])[C:11]([O:13]C)=[O:12].O.[OH-].[Li+]. (2) Given the product [CH3:1][N:2]([CH2:24][C:25](=[O:40])[NH:26][C:27]1[CH:28]=[CH:29][C:30]([O:33][C:34]2[CH:35]=[CH:36][CH:37]=[CH:38][CH:39]=2)=[CH:31][CH:32]=1)[CH2:3][CH2:4][CH2:5][N:6]([CH2:13][C:14]1[CH:23]=[CH:22][C:17]([C:18]([OH:20])=[O:19])=[CH:16][CH:15]=1)[CH2:7][C:8]1[NH:9][CH:10]=[CH:11][CH:12]=1, predict the reactants needed to synthesize it. The reactants are: [CH3:1][N:2]([CH2:24][C:25](=[O:40])[NH:26][C:27]1[CH:32]=[CH:31][C:30]([O:33][C:34]2[CH:39]=[CH:38][CH:37]=[CH:36][CH:35]=2)=[CH:29][CH:28]=1)[CH2:3][CH2:4][CH2:5][N:6]([CH2:13][C:14]1[CH:23]=[CH:22][C:17]([C:18]([O:20]C)=[O:19])=[CH:16][CH:15]=1)[CH2:7][C:8]1[NH:9][CH:10]=[CH:11][CH:12]=1.[OH-].[Li+]. (3) Given the product [CH3:30][O:29][C:20]1[CH:21]=[CH:22][C:23]2[C:24](=[O:28])[CH2:25][O:26][C:27]=2[C:19]=1[C:4]#[C:3][CH2:2][CH2:1][CH:5]1[CH2:6][CH2:7][N:8]([C:11]([O:13][C:14]([CH3:17])([CH3:16])[CH3:15])=[O:12])[CH2:9][CH2:10]1, predict the reactants needed to synthesize it. The reactants are: [CH2:1]([CH:5]1[CH2:10][CH2:9][N:8]([C:11]([O:13][C:14]([CH3:17])([CH3:16])[CH3:15])=[O:12])[CH2:7][CH2:6]1)[CH2:2][C:3]#[CH:4].I[C:19]1[C:27]2[O:26][CH2:25][C:24](=[O:28])[C:23]=2[CH:22]=[CH:21][C:20]=1[O:29][CH3:30]. (4) Given the product [NH2:5][C:4]1[N:6]=[C:20]([CH3:21])[CH:19]=[C:18]([CH2:17][C:11]2[CH:12]=[CH:13][CH:14]=[CH:15][CH:16]=2)[C:3]=1[C:7]([NH2:9])=[O:8], predict the reactants needed to synthesize it. The reactants are: [OH-].[K+].[CH2:3]([C:7]([NH2:9])=[O:8])[C:4]([NH2:6])=[NH:5].Cl.[C:11]1([CH2:17][C:18](=O)[CH2:19][C:20](=O)[CH3:21])[CH:16]=[CH:15][CH:14]=[CH:13][CH:12]=1.O. (5) Given the product [Cl:1][C:2]1[CH:3]=[CH:4][C:5]2[NH:11][C:10](=[N:31][NH2:32])[C@@H:9]([CH2:13][C:14]([O:16][CH2:17][CH3:18])=[O:15])[O:8][C@H:7]([C:19]3[CH:24]=[CH:23][CH:22]=[C:21]([O:25][CH3:26])[C:20]=3[O:27][CH3:28])[C:6]=2[CH:29]=1, predict the reactants needed to synthesize it. The reactants are: [Cl:1][C:2]1[CH:3]=[CH:4][C:5]2[NH:11][C:10](=S)[C@@H:9]([CH2:13][C:14]([O:16][CH2:17][CH3:18])=[O:15])[O:8][C@H:7]([C:19]3[CH:24]=[CH:23][CH:22]=[C:21]([O:25][CH3:26])[C:20]=3[O:27][CH3:28])[C:6]=2[CH:29]=1.O.[NH2:31][NH2:32]. (6) Given the product [Cl:1][C:2]1[CH:7]=[CH:6][C:5]([C:8]2[CH:9]=[C:10]([NH:20][C:29](=[O:30])[C:28]3[C:27]([F:32])=[CH:26][CH:25]=[N:24][C:23]=3[F:22])[CH:11]=[N:12][C:13]=2[O:14][CH2:15][C:16]([F:17])([F:18])[F:19])=[CH:4][C:3]=1[CH3:21], predict the reactants needed to synthesize it. The reactants are: [Cl:1][C:2]1[CH:7]=[CH:6][C:5]([C:8]2[CH:9]=[C:10]([NH2:20])[CH:11]=[N:12][C:13]=2[O:14][CH2:15][C:16]([F:19])([F:18])[F:17])=[CH:4][C:3]=1[CH3:21].[F:22][C:23]1[C:28]([C:29](O)=[O:30])=[C:27]([F:32])[CH:26]=[CH:25][N:24]=1. (7) Given the product [CH2:11]([C@@H:18]1[CH2:23][N:22]([CH2:24][C:25]2[CH:26]=[CH:27][CH:28]=[CH:29][CH:30]=2)[CH2:21][CH2:20][N:19]1[C:31]([C:33]1[CH:37]=[C:36]([CH3:38])[N:35]([C:39]2[CH:40]=[C:41]([N:45]3[CH2:46][CH2:47][CH:48]([CH2:51][OH:52])[CH2:49][CH2:50]3)[CH:42]=[CH:43][CH:44]=2)[C:34]=1[C:56]1[CH:57]=[CH:58][CH:59]=[CH:60][CH:61]=1)=[O:32])[C:12]1[CH:17]=[CH:16][CH:15]=[CH:14][CH:13]=1, predict the reactants needed to synthesize it. The reactants are: [BH4-].[Na+].C(O)C.C(=O)([O-])[O-].[Ca+2].[CH2:11]([C@@H:18]1[CH2:23][N:22]([CH2:24][C:25]2[CH:30]=[CH:29][CH:28]=[CH:27][CH:26]=2)[CH2:21][CH2:20][N:19]1[C:31]([C:33]1[CH:37]=[C:36]([CH3:38])[N:35]([C:39]2[CH:40]=[C:41]([N:45]3[CH2:50][CH2:49][CH:48]([C:51](OCC)=[O:52])[CH2:47][CH2:46]3)[CH:42]=[CH:43][CH:44]=2)[C:34]=1[C:56]1[CH:61]=[CH:60][CH:59]=[CH:58][CH:57]=1)=[O:32])[C:12]1[CH:17]=[CH:16][CH:15]=[CH:14][CH:13]=1. (8) Given the product [Cl:11][C:9]1[CH:8]=[C:4]([CH:3]=[C:2]([N:12]2[CH2:17][CH2:16][CH:15]([OH:18])[CH2:14][CH2:13]2)[N:10]=1)[C:5]([OH:7])=[O:6], predict the reactants needed to synthesize it. The reactants are: Cl[C:2]1[CH:3]=[C:4]([CH:8]=[C:9]([Cl:11])[N:10]=1)[C:5]([OH:7])=[O:6].[NH:12]1[CH2:17][CH2:16][CH:15]([OH:18])[CH2:14][CH2:13]1.C(=O)([O-])[O-].[Cs+].[Cs+].CN(C=O)C. (9) Given the product [Br:1][CH:12]([C:7]1[CH:8]=[CH:9][CH:10]=[CH:11][C:6]=1[N+:3]([O-:5])=[O:4])[CH:13]=[O:14], predict the reactants needed to synthesize it. The reactants are: [Br:1]Br.[N+:3]([C:6]1[CH:11]=[CH:10][CH:9]=[CH:8][C:7]=1[CH2:12][CH:13]=[O:14])([O-:5])=[O:4].